Dataset: Forward reaction prediction with 1.9M reactions from USPTO patents (1976-2016). Task: Predict the product of the given reaction. (1) Given the reactants [F:1][C:2]1[CH:11]=[CH:10][C:5]([C:6](OC)=[O:7])=[CH:4][C:3]=1[O:12][CH2:13][C:14]1[CH:19]=[CH:18][C:17]([F:20])=[CH:16][CH:15]=1.[H-].[H-].[H-].[H-].[Li+].[Al+3].O.[OH-].[Na+], predict the reaction product. The product is: [F:1][C:2]1[CH:11]=[CH:10][C:5]([CH2:6][OH:7])=[CH:4][C:3]=1[O:12][CH2:13][C:14]1[CH:15]=[CH:16][C:17]([F:20])=[CH:18][CH:19]=1. (2) Given the reactants [CH3:1][O:2][C:3](=[O:34])[CH:4]([C:9]1[CH:10]=[C:11]([C:23]2[CH:28]=[CH:27][C:26]([Cl:29])=[C:25]([C:30]([F:33])([F:32])[F:31])[CH:24]=2)[CH:12]=[C:13](OS(C(F)(F)F)(=O)=O)[CH:14]=1)[CH2:5][CH:6]([CH3:8])[CH3:7].[F:35][C:36]([F:49])([F:48])[C:37]1[CH:38]=[C:39]([CH:41]=[C:42]([C:44]([F:47])([F:46])[F:45])[CH:43]=1)[NH2:40].CC(C)([O-])C.[Na+].C(P(C1C=CC2C(=CC=CC=2)C=1C1C2C(=CC=CC=2)C=CC=1)C(C)(C)C)(C)(C)C, predict the reaction product. The product is: [CH3:1][O:2][C:3](=[O:34])[CH:4]([C:9]1[CH:10]=[C:11]([C:23]2[CH:28]=[CH:27][C:26]([Cl:29])=[C:25]([C:30]([F:33])([F:31])[F:32])[CH:24]=2)[CH:12]=[C:13]([NH:40][C:39]2[CH:38]=[C:37]([C:36]([F:48])([F:49])[F:35])[CH:43]=[C:42]([C:44]([F:45])([F:46])[F:47])[CH:41]=2)[CH:14]=1)[CH2:5][CH:6]([CH3:8])[CH3:7]. (3) The product is: [CH:1]([N:4]1[CH2:9][CH2:8][CH:7]([O:10][C:11]2[CH:19]=[CH:18][C:17]3[N:16]4[C@H:20]([CH3:25])[CH2:21][N:22]([CH2:29][CH2:28][O:27][CH3:26])[C:23](=[O:24])[C:15]4=[CH:14][C:13]=3[CH:12]=2)[CH2:6][CH2:5]1)([CH3:3])[CH3:2]. Given the reactants [CH:1]([N:4]1[CH2:9][CH2:8][CH:7]([O:10][C:11]2[CH:19]=[CH:18][C:17]3[N:16]4[C@H:20]([CH3:25])[CH2:21][NH:22][C:23](=[O:24])[C:15]4=[CH:14][C:13]=3[CH:12]=2)[CH2:6][CH2:5]1)([CH3:3])[CH3:2].[CH3:26][O:27][CH2:28][CH2:29]Br.[H-].[Na+], predict the reaction product. (4) The product is: [CH3:1][O:2][C:3]([C@@H:5]([N:13]1[CH2:18][C:17]2[CH:19]=[CH:20][S:21][C:16]=2[CH2:15][CH2:14]1)[C:6]1[CH:7]=[CH:8][CH:9]=[CH:10][C:11]=1[Cl:12])=[O:4].[CH3:27][C:28]([O:30][C:31]1[CH:32]=[CH:33][CH:34]=[CH:35][C:36]=1[C:37]([OH:39])=[O:38])=[O:29]. Given the reactants [CH3:1][O:2][C:3]([C@@H:5]([N:13]1[CH2:18][C:17]2[CH:19]=[CH:20][S:21][C:16]=2[CH2:15][CH2:14]1)[C:6]1[C:11]([Cl:12])=[CH:10][CH:9]=[CH:8][CH:7]=1)=[O:4].OS(O)(=O)=O.[CH3:27][C:28]([O:30][C:31]1[CH:32]=[CH:33][CH:34]=[CH:35][C:36]=1[C:37]([OH:39])=[O:38])=[O:29].COC([C@@H](N1CC2C=CSC=2CC1)C1C=CC=CC=1Cl)=O, predict the reaction product. (5) Given the reactants C([O:8][C:9]1[CH:14]=[C:13]([O:15]CC2C=CC=CC=2)[C:12]([C:23]2[N:27]([CH2:28][CH2:29][CH2:30][O:31][CH3:32])[N:26]=[N:25][N:24]=2)=[CH:11][C:10]=1[C:33]1[CH:38]=[CH:37][CH:36]=[C:35]([C:39]([OH:41])=O)[CH:34]=1)C1C=CC=CC=1.[NH2:42][CH2:43][CH2:44][CH:45]1[CH2:49][CH2:48][CH2:47][N:46]1[CH3:50], predict the reaction product. The product is: [CH3:50][N:46]1[CH2:47][CH2:48][CH2:49][CH:45]1[CH2:44][CH2:43][NH:42][C:39]([C:35]1[CH:34]=[C:33]([C:10]2[CH:11]=[C:12]([C:23]3[N:27]([CH2:28][CH2:29][CH2:30][O:31][CH3:32])[N:26]=[N:25][N:24]=3)[C:13]([OH:15])=[CH:14][C:9]=2[OH:8])[CH:38]=[CH:37][CH:36]=1)=[O:41].